This data is from Forward reaction prediction with 1.9M reactions from USPTO patents (1976-2016). The task is: Predict the product of the given reaction. (1) Given the reactants [CH3:1][CH:2]([N:19]1[CH:23]=[C:22]([C:24]2[C:25]3[CH:32]=[CH:31][N:30](COCC[Si](C)(C)C)[C:26]=3[N:27]=[CH:28][N:29]=2)[CH:21]=[N:20]1)[CH2:3][N:4]1[CH2:9][CH2:8][N:7]([S:10]([C:13]2[CH:17]=[CH:16][N:15]([CH3:18])[N:14]=2)(=[O:12])=[O:11])[CH2:6][CH2:5]1.F[B-](F)(F)F.[Li+].[OH-].[NH4+], predict the reaction product. The product is: [CH3:1][CH:2]([N:19]1[CH:23]=[C:22]([C:24]2[C:25]3[CH:32]=[CH:31][NH:30][C:26]=3[N:27]=[CH:28][N:29]=2)[CH:21]=[N:20]1)[CH2:3][N:4]1[CH2:5][CH2:6][N:7]([S:10]([C:13]2[CH:17]=[CH:16][N:15]([CH3:18])[N:14]=2)(=[O:12])=[O:11])[CH2:8][CH2:9]1. (2) Given the reactants [Br:1][C:2]1[CH:3]=[C:4]([CH2:8][CH2:9][OH:10])[CH:5]=[CH:6][CH:7]=1.Br[CH2:12][C:13]([O:15][C:16]([CH3:19])([CH3:18])[CH3:17])=[O:14].[OH-].[Na+], predict the reaction product. The product is: [Br:1][C:2]1[CH:3]=[C:4]([CH:5]=[CH:6][CH:7]=1)[CH2:8][CH2:9][O:10][CH2:12][C:13]([O:15][C:16]([CH3:19])([CH3:18])[CH3:17])=[O:14]. (3) Given the reactants [CH3:1][C:2]1[CH:40]=[C:39]([CH3:41])[CH:38]=[CH:37][C:3]=1[C:4]([O:6][CH2:7][C:8]1[CH:13]=[CH:12][C:11]([CH:14]([CH2:28][NH:29]C(OC(C)(C)C)=O)[C:15]([NH:17][C:18]2[CH:19]=[C:20]3[C:25](=[CH:26][CH:27]=2)[CH:24]=[N:23][CH:22]=[CH:21]3)=[O:16])=[CH:10][CH:9]=1)=[O:5].[ClH:42], predict the reaction product. The product is: [ClH:42].[ClH:42].[CH3:1][C:2]1[CH:40]=[C:39]([CH3:41])[CH:38]=[CH:37][C:3]=1[C:4]([O:6][CH2:7][C:8]1[CH:9]=[CH:10][C:11]([CH:14]([CH2:28][NH2:29])[C:15]([NH:17][C:18]2[CH:19]=[C:20]3[C:25](=[CH:26][CH:27]=2)[CH:24]=[N:23][CH:22]=[CH:21]3)=[O:16])=[CH:12][CH:13]=1)=[O:5]. (4) Given the reactants [CH2:1]([C:8]1[CH:25]=[CH:24][C:23]([N+:26]([O-:28])=[O:27])=[CH:22][C:9]=1[C:10]([NH:12][C@@H:13]([CH2:18][CH2:19][S:20][CH3:21])[C:14]([O:16]C)=[O:15])=[O:11])[C:2]1[CH:7]=[CH:6][CH:5]=[CH:4][CH:3]=1.[OH-].[Na+], predict the reaction product. The product is: [CH2:1]([C:8]1[CH:25]=[CH:24][C:23]([N+:26]([O-:28])=[O:27])=[CH:22][C:9]=1[C:10]([NH:12][C@@H:13]([CH2:18][CH2:19][S:20][CH3:21])[C:14]([OH:16])=[O:15])=[O:11])[C:2]1[CH:3]=[CH:4][CH:5]=[CH:6][CH:7]=1. (5) Given the reactants CS[C:3]1[N:4]=[N:5][C:6]([C:21]#[N:22])=[C:7]([N:9]2[CH2:14][CH2:13][N:12]([C:15]3[CH:20]=[CH:19][CH:18]=[CH:17][CH:16]=3)[CH2:11][CH2:10]2)[N:8]=1.[CH2:23]([CH2:25][NH2:26])[OH:24], predict the reaction product. The product is: [OH:24][CH2:23][CH2:25][NH:26][C:3]1[N:4]=[N:5][C:6]([C:21]#[N:22])=[C:7]([N:9]2[CH2:14][CH2:13][N:12]([C:15]3[CH:20]=[CH:19][CH:18]=[CH:17][CH:16]=3)[CH2:11][CH2:10]2)[N:8]=1.